From a dataset of Reaction yield outcomes from USPTO patents with 853,638 reactions. Predict the reaction yield, written as a fraction of the theoretical maximum amount of product (1.0 means a 100% yield; for example, 0.34 means a 34% yield). (1) The reactants are [Si]([O:8][C:9]1[CH:14]=[C:13]([O:15][Si](C(C)(C)C)(C)C)[CH:12]=[CH:11][C:10]=1[CH:23]1[CH2:28][CH2:27][C:26]([OH:34])([C:29]([O:31][CH2:32][CH3:33])=[O:30])[CH2:25][CH2:24]1)(C(C)(C)C)(C)C. The catalyst is CO. The product is [OH:8][C:9]1[CH:14]=[C:13]([OH:15])[CH:12]=[CH:11][C:10]=1[CH:23]1[CH2:28][CH2:27][C:26]([OH:34])([C:29]([O:31][CH2:32][CH3:33])=[O:30])[CH2:25][CH2:24]1. The yield is 0.340. (2) The product is [CH2:1]([C:3]1[N:4]([C:28]2[CH:33]=[CH:32][C:31]([O:34][CH:47]3[CH2:43][CH2:44][CH:45]([OH:48])[CH2:46]3)=[CH:30][CH:29]=2)[C:5](=[O:27])[C:6]([CH2:12][C:13]2[CH:18]=[CH:17][C:16]([C:19]3[CH:24]=[CH:23][CH:22]=[CH:21][C:20]=3[C:25]3[NH:69][C:70](=[O:71])[O:72][N:26]=3)=[CH:15][CH:14]=2)=[C:7]([CH2:9][CH2:10][CH3:11])[N:8]=1)[CH3:2]. The catalyst is O1CCCC1.O. The yield is 0.740. The reactants are [CH2:1]([C:3]1[N:4]([C:28]2[CH:33]=[CH:32][C:31]([OH:34])=[CH:30][CH:29]=2)[C:5](=[O:27])[C:6]([CH2:12][C:13]2[CH:18]=[CH:17][C:16]([C:19]3[C:20]([C:25]#[N:26])=[CH:21][CH:22]=[CH:23][CH:24]=3)=[CH:15][CH:14]=2)=[C:7]([CH2:9][CH2:10][CH3:11])[N:8]=1)[CH3:2].[Si](O[CH:43]1[CH2:47][CH2:46][CH:45]([OH:48])[CH2:44]1)(C(C)(C)C)(C)C.C1(P(C2C=CC=CC=2)C2C=CC=CC=2)C=CC=CC=1.[N:69]([C:70]([O:72]C(C)C)=[O:71])=[N:69][C:70]([O:72]C(C)C)=[O:71]. (3) The reactants are [CH3:1][O:2][C:3]1[CH:38]=[CH:37][C:6]([CH2:7][NH:8][C:9]2[N:14]=[C:13]([O:15]C3C=CC(NC(=O)CC(NC4C=CC(F)=CC=4)=O)=CC=3F)[CH:12]=[CH:11][N:10]=2)=[CH:5][CH:4]=1.FC1C=CC(CC(N=C=O)=O)=CC=1.COC1C=CC(CNC2N=CN=C(O[C:67]3[CH:72]=[CH:71][C:70]([NH:73][C:74]([NH:76][C:77](=[O:86])[CH2:78][C:79]4[CH:84]=[CH:83][C:82]([F:85])=[CH:81][CH:80]=4)=[O:75])=[CH:69][C:68]=3[F:87])C=2)=CC=1. The catalyst is C1COCC1. The product is [CH3:1][O:2][C:3]1[CH:4]=[CH:5][C:6]([CH2:7][NH:8][C:9]2[N:14]=[C:13]([O:15][C:67]3[CH:72]=[CH:71][C:70]([NH:73][C:74]([NH:76][C:77](=[O:86])[CH2:78][C:79]4[CH:84]=[CH:83][C:82]([F:85])=[CH:81][CH:80]=4)=[O:75])=[CH:69][C:68]=3[F:87])[CH:12]=[CH:11][N:10]=2)=[CH:37][CH:38]=1. The yield is 0.620. (4) The reactants are [Cl:1][C:2]1[CH:7]=[CH:6][C:5]([C:8]([C:10]2[CH:11]=[N:12][C:13](Cl)=[CH:14][CH:15]=2)=[O:9])=[CH:4][CH:3]=1.CN.C[CH2:20][N:21](CC)CC. The catalyst is CCO. The product is [Cl:1][C:2]1[CH:7]=[CH:6][C:5]([C:8]([C:10]2[CH:11]=[N:12][C:13]([NH:21][CH3:20])=[CH:14][CH:15]=2)=[O:9])=[CH:4][CH:3]=1. The yield is 0.550. (5) The reactants are [CH:1]([C:3]1[NH:7][C:6]([C:8]([OH:10])=O)=[CH:5][C:4]=1[CH3:11])=[O:2].[CH3:12][N:13]1[CH2:18][CH2:17][NH:16][CH2:15][CH2:14]1.ON1C2C=CC=CC=2N=N1.C(N(CC)CC)C. The catalyst is CN(C=O)C. The product is [CH3:11][C:4]1[CH:5]=[C:6]([C:8]([N:16]2[CH2:17][CH2:18][N:13]([CH3:12])[CH2:14][CH2:15]2)=[O:10])[NH:7][C:3]=1[CH:1]=[O:2]. The yield is 0.680. (6) The reactants are [C:1](Cl)(=[O:5])[CH:2]([CH3:4])[CH3:3].[NH:7]1[C:11]([C:12]2[CH:13]=[C:14]([C:18]3[CH:19]=[CH:20][C:21]4[O:25][C:24]([C:26]5[CH:31]=[CH:30][C:29]([F:32])=[CH:28][CH:27]=5)=[C:23]([C:33]([NH:35][CH3:36])=[O:34])[C:22]=4[CH:37]=3)[CH:15]=[CH:16][CH:17]=2)=NN=[N:8]1. The catalyst is N1C=CC=CC=1. The product is [F:32][C:29]1[CH:28]=[CH:27][C:26]([C:24]2[O:25][C:21]3[CH:20]=[CH:19][C:18]([C:14]4[CH:15]=[CH:16][CH:17]=[C:12]([C:11]5[O:5][C:1]([CH:2]([CH3:4])[CH3:3])=[N:8][N:7]=5)[CH:13]=4)=[CH:37][C:22]=3[C:23]=2[C:33]([NH:35][CH3:36])=[O:34])=[CH:31][CH:30]=1. The yield is 0.200. (7) The reactants are OC1C(C(C2C=CC=CC=2)(C)C)=NC2C([C:11]=1[C:12]([OH:14])=[O:13])=CC=C1CCCCC=21.[F:28][C:29]([F:42])([F:41])[C:30]1[CH:31]=[CH:32][CH:33]=[C:34]2[C:38]=1[NH:37][C:36](=O)[C:35]2=[O:40].OCC(=O)[CH:46]([C:49]1[CH:54]=[CH:53][CH:52]=[CH:51][CH:50]=1)[CH2:47][CH3:48]. No catalyst specified. The product is [OH:40][C:35]1[C:36]([CH:46]([C:49]2[CH:50]=[CH:51][CH:52]=[CH:53][CH:54]=2)[CH2:47][CH3:48])=[N:37][C:38]2[C:34]([C:11]=1[C:12]([OH:14])=[O:13])=[CH:33][CH:32]=[CH:31][C:30]=2[C:29]([F:28])([F:41])[F:42]. The yield is 0.287.